This data is from Catalyst prediction with 721,799 reactions and 888 catalyst types from USPTO. The task is: Predict which catalyst facilitates the given reaction. (1) Reactant: Cl[C:2]1[CH:7]=[C:6]([N+:8]([O-:10])=[O:9])[CH:5]=[CH:4][N:3]=1.[NH:11]1[CH2:15][CH2:14][CH2:13][CH2:12]1. Product: [N+:8]([C:6]1[CH:5]=[CH:4][N:3]=[C:2]([N:11]2[CH2:15][CH2:14][CH2:13][CH2:12]2)[CH:7]=1)([O-:10])=[O:9]. The catalyst class is: 1. (2) Reactant: [CH2:1]([O:3][C:4]1[CH:5]=[C:6]([C:19]([N:21]2[CH2:26][CH2:25][C:24]3([CH2:35][C:34](=[O:36])[C:33]4[C:28](=[CH:29][CH:30]=[C:31]([C:37]5[CH:38]=[C:39]([C:43]([OH:45])=[O:44])[CH:40]=[N:41][CH:42]=5)[CH:32]=4)[O:27]3)[CH2:23][CH2:22]2)=[O:20])[CH:7]=[C:8]([O:16][CH2:17][CH3:18])[C:9]=1[C:10]1[CH:11]=[N:12][N:13]([CH3:15])[CH:14]=1)[CH3:2].[OH-].[Na+:47]. Product: [Na+:47].[CH2:1]([O:3][C:4]1[CH:5]=[C:6]([C:19]([N:21]2[CH2:26][CH2:25][C:24]3([CH2:35][C:34](=[O:36])[C:33]4[C:28](=[CH:29][CH:30]=[C:31]([C:37]5[CH:38]=[C:39]([C:43]([O-:45])=[O:44])[CH:40]=[N:41][CH:42]=5)[CH:32]=4)[O:27]3)[CH2:23][CH2:22]2)=[O:20])[CH:7]=[C:8]([O:16][CH2:17][CH3:18])[C:9]=1[C:10]1[CH:11]=[N:12][N:13]([CH3:15])[CH:14]=1)[CH3:2]. The catalyst class is: 6. (3) Reactant: [Cl:1][C:2]1[CH:7]=[CH:6][CH:5]=[CH:4][C:3]=1[C:8]1[CH:13]=[CH:12][CH:11]=[C:10]([NH:14][C:15]([C@@H:17]2[CH2:21][C@@H:20]([F:22])[CH2:19][N:18]2C(OC(C)(C)C)=O)=[O:16])[C:9]=1[F:30]. Product: [ClH:1].[Cl:1][C:2]1[CH:7]=[CH:6][CH:5]=[CH:4][C:3]=1[C:8]1[CH:13]=[CH:12][CH:11]=[C:10]([NH:14][C:15]([C@@H:17]2[CH2:21][C@@H:20]([F:22])[CH2:19][NH:18]2)=[O:16])[C:9]=1[F:30]. The catalyst class is: 393. (4) The catalyst class is: 3. Reactant: [CH3:1][O:2][C:3]1[CH:4]=[C:5]([CH:24]=[CH:25][CH:26]=1)[CH2:6][N:7]1[CH2:11][CH2:10][C@@H:9]([NH:12][C:13]2[N:14]=[CH:15][C:16](/[CH:19]=[CH:20]/[C:21]([OH:23])=O)=[N:17][CH:18]=2)[CH2:8]1.[O:27]1[CH2:32][CH2:31][CH2:30][CH2:29][CH:28]1[O:33][NH2:34].ON1C2C=CC=CC=2N=N1.CN(C)CCCN=C=NCC.C([O-])(O)=O.[Na+]. Product: [CH3:1][O:2][C:3]1[CH:4]=[C:5]([CH:24]=[CH:25][CH:26]=1)[CH2:6][N:7]1[CH2:11][CH2:10][C@@H:9]([NH:12][C:13]2[N:14]=[CH:15][C:16](/[CH:19]=[CH:20]/[C:21]([NH:34][O:33][CH:28]3[CH2:29][CH2:30][CH2:31][CH2:32][O:27]3)=[O:23])=[N:17][CH:18]=2)[CH2:8]1. (5) Reactant: [CH2:1]([C@H:8]1[CH2:12][O:11][C:10](=[O:13])[N:9]1[C:14](=[O:24])/[CH:15]=[CH:16]/[C:17]1[CH:22]=[CH:21][C:20]([Cl:23])=[CH:19][CH:18]=1)[C:2]1[CH:7]=[CH:6][CH:5]=[CH:4][CH:3]=1.[CH2:25]([N:32]([CH2:36][Si](C)(C)C)[CH2:33]OC)[C:26]1[CH:31]=[CH:30][CH:29]=[CH:28][CH:27]=1.FC(F)(F)C(O)=O.C(=O)([O-])O.[Na+]. Product: [CH2:1]([C@H:8]1[CH2:12][O:11][C:10](=[O:13])[N:9]1[C:14]([C@H:15]1[C@H:16]([C:17]2[CH:22]=[CH:21][C:20]([Cl:23])=[CH:19][CH:18]=2)[CH2:36][N:32]([CH2:25][C:26]2[CH:31]=[CH:30][CH:29]=[CH:28][CH:27]=2)[CH2:33]1)=[O:24])[C:2]1[CH:7]=[CH:6][CH:5]=[CH:4][CH:3]=1. The catalyst class is: 4. (6) Reactant: [C:1]([C:3]1[CH:8]=[CH:7][C:6]([N:9]([CH2:15][C:16]2[N:17]=[CH:18][N:19](C(OC(C)(C)C)=O)[CH:20]=2)[CH2:10][C:11]([F:14])([F:13])[F:12])=[CH:5][C:4]=1[C:28]([F:31])([F:30])[F:29])#[N:2].[SiH](CC)(CC)CC.C(O)(C(F)(F)F)=O. Product: [NH:19]1[CH:20]=[C:16]([CH2:15][N:9]([CH2:10][C:11]([F:12])([F:13])[F:14])[C:6]2[CH:7]=[CH:8][C:3]([C:1]#[N:2])=[C:4]([C:28]([F:29])([F:31])[F:30])[CH:5]=2)[N:17]=[CH:18]1. The catalyst class is: 2. (7) Product: [CH3:1][S:2]([N:5]1[CH2:10][CH2:9][CH2:8][C@H:7]([NH:11][C:12]2[C:17]([C:18]3[N:19]=[C:20]4[CH:26]=[CH:25][NH:24][C:21]4=[N:22][CH:23]=3)=[CH:16][N:15]=[C:14]([N:39]3[CH2:42][CH:41]([C:43]#[N:44])[CH2:40]3)[N:13]=2)[CH2:6]1)(=[O:4])=[O:3]. Reactant: [CH3:1][S:2]([N:5]1[CH2:10][CH2:9][CH2:8][C@H:7]([NH:11][C:12]2[C:17]([C:18]3[N:19]=[C:20]4[CH:26]=[CH:25][N:24](COCC[Si](C)(C)C)[C:21]4=[N:22][CH:23]=3)=[CH:16][N:15]=[C:14](S(C)(=O)=O)[N:13]=2)[CH2:6]1)(=[O:4])=[O:3].[NH:39]1[CH2:42][CH:41]([C:43]#[N:44])[CH2:40]1.CS(C)(=O)=O. The catalyst class is: 12. (8) Reactant: [Cl:1][C:2]1[C:9]([O:10][C:11]2[C:19]3[N:18]=[N:17][N:16]([CH2:20][C:21]4[C:29]5[C:24](=[N:25][C:26]([NH:30]CC6C=CC(OC)=CC=6)=[CH:27][CH:28]=5)[N:23](CC5C=CC(OC)=CC=5)[N:22]=4)[C:15]=3[CH:14]=[CH:13][C:12]=2[Cl:49])=[CH:8][C:7]([Cl:50])=[CH:6][C:3]=1[C:4]#[N:5]. Product: [NH2:30][C:26]1[N:25]=[C:24]2[NH:23][N:22]=[C:21]([CH2:20][N:16]3[C:15]4[CH:14]=[CH:13][C:12]([Cl:49])=[C:11]([O:10][C:9]5[C:2]([Cl:1])=[C:3]([CH:6]=[C:7]([Cl:50])[CH:8]=5)[C:4]#[N:5])[C:19]=4[N:18]=[N:17]3)[C:29]2=[CH:28][CH:27]=1. The catalyst class is: 67. (9) Reactant: [C:1]([C:3](=[C:9](SC)[S:10][CH3:11])[C:4](OCC)=[O:5])#[N:2].[CH3:14][NH:15][NH2:16]. Product: [CH3:14][N:15]1[C:9]([S:10][CH3:11])=[C:3]([C:1]#[N:2])[C:4](=[O:5])[NH:16]1. The catalyst class is: 23.